From a dataset of Forward reaction prediction with 1.9M reactions from USPTO patents (1976-2016). Predict the product of the given reaction. (1) The product is: [Cl:31][C:30]1[C:21]([NH2:20])=[C:22]2[C:27](=[C:28]([C:32]3[O:14][C:12]([CH2:11][CH:8]4[CH2:7][CH2:6][N:5]([CH:1]5[CH2:2][CH2:3][CH2:4]5)[CH2:10][CH2:9]4)=[N:35][N:34]=3)[CH:29]=1)[O:26][CH2:25][CH2:24][CH2:23]2. Given the reactants [CH:1]1([N:5]2[CH2:10][CH2:9][CH:8]([CH2:11][C:12]([OH:14])=O)[CH2:7][CH2:6]2)[CH2:4][CH2:3][CH2:2]1.P(Cl)(Cl)(Cl)=O.[NH2:20][C:21]1[C:30]([Cl:31])=[CH:29][C:28]([C:32]([NH:34][NH2:35])=O)=[C:27]2[C:22]=1[CH2:23][CH2:24][CH2:25][O:26]2, predict the reaction product. (2) Given the reactants [Cl:1][C:2]1[CH:7]=[C:6]([C:8](=[O:10])[CH3:9])[CH:5]=[CH:4][N:3]=1.[BH4-].[Na+], predict the reaction product. The product is: [Cl:1][C:2]1[CH:7]=[C:6]([CH:8]([OH:10])[CH3:9])[CH:5]=[CH:4][N:3]=1. (3) Given the reactants [CH3:1][CH:2]([N:4]1[C:12]2[C:7](=[C:8]([C:32]([NH:34][CH2:35][C:36]3[C:37](=[O:46])[NH:38][C:39]([CH3:45])=[CH:40][C:41]=3[CH2:42][CH2:43][CH3:44])=[O:33])[CH:9]=[C:10]([C:13]3[CH:14]=[CH:15][C:16]([N:19]4[CH2:24][CH2:23][N:22](C(OC(C)(C)C)=O)[CH2:21][CH2:20]4)=[N:17][CH:18]=3)[CH:11]=2)[CH:6]=[CH:5]1)[CH3:3].C(O)(C(F)(F)F)=O, predict the reaction product. The product is: [CH:2]([N:4]1[C:12]2[CH:11]=[C:10]([C:13]3[CH:18]=[N:17][C:16]([N:19]4[CH2:20][CH2:21][NH:22][CH2:23][CH2:24]4)=[CH:15][CH:14]=3)[CH:9]=[C:8]([C:32]([NH:34][CH2:35][C:36]3[C:37](=[O:46])[NH:38][C:39]([CH3:45])=[CH:40][C:41]=3[CH2:42][CH2:43][CH3:44])=[O:33])[C:7]=2[CH:6]=[CH:5]1)([CH3:1])[CH3:3].